Task: Binary Classification. Given a T-cell receptor sequence (or CDR3 region) and an epitope sequence, predict whether binding occurs between them.. Dataset: TCR-epitope binding with 47,182 pairs between 192 epitopes and 23,139 TCRs (1) The epitope is RLRPGGKKR. The TCR CDR3 sequence is CASSLGSGDANTEAFF. Result: 0 (the TCR does not bind to the epitope). (2) The epitope is KLPDDFTGCV. The TCR CDR3 sequence is CSARPTRTFNIQYF. Result: 0 (the TCR does not bind to the epitope). (3) The epitope is YLDAYNMMI. The TCR CDR3 sequence is CASSPWTGVLETQYF. Result: 1 (the TCR binds to the epitope). (4) The epitope is FQPTNGVGY. The TCR CDR3 sequence is CASSSGLAGVNEQFF. Result: 0 (the TCR does not bind to the epitope). (5) The epitope is KAFSPEVIPMF. The TCR CDR3 sequence is CASQDRGDGYTF. Result: 0 (the TCR does not bind to the epitope).